Task: Predict the reaction yield, written as a fraction of the theoretical maximum amount of product (1.0 means a 100% yield; for example, 0.34 means a 34% yield).. Dataset: Reaction yield outcomes from USPTO patents with 853,638 reactions The reactants are [NH:1]1[CH:5]=[CH:4][C:3]([C:6]([O:8][CH2:9][CH3:10])=[O:7])=[CH:2]1.[Cl-].[Al+3].[Cl-].[Cl-].Br[CH:16]1[CH2:21][CH2:20][CH2:19][CH2:18][CH2:17]1. The catalyst is C(=S)=S. The product is [CH:16]1([C:5]2[NH:1][CH:2]=[C:3]([C:6]([O:8][CH2:9][CH3:10])=[O:7])[CH:4]=2)[CH2:21][CH2:20][CH2:19][CH2:18][CH2:17]1. The yield is 0.160.